From a dataset of Full USPTO retrosynthesis dataset with 1.9M reactions from patents (1976-2016). Predict the reactants needed to synthesize the given product. Given the product [Cl:5][C:6]1[CH:37]=[CH:36][C:9]([O:10][CH:11]2[CH2:12][N:13]([C:15]([CH3:34])([CH3:35])[CH2:16][CH2:17][C:18]([C:28]3[CH:33]=[CH:32][CH:31]=[CH:30][CH:29]=3)([C:22]3[CH:27]=[CH:26][CH:25]=[CH:24][CH:23]=3)[C:19]([NH2:21])=[O:20])[CH2:14]2)=[CH:8][C:7]=1[OH:38], predict the reactants needed to synthesize it. The reactants are: B(Br)(Br)Br.[Cl:5][C:6]1[CH:37]=[CH:36][C:9]([O:10][CH:11]2[CH2:14][N:13]([C:15]([CH3:35])([CH3:34])[CH2:16][CH2:17][C:18]([C:28]3[CH:33]=[CH:32][CH:31]=[CH:30][CH:29]=3)([C:22]3[CH:27]=[CH:26][CH:25]=[CH:24][CH:23]=3)[C:19]([NH2:21])=[O:20])[CH2:12]2)=[CH:8][C:7]=1[O:38]C.